Predict which catalyst facilitates the given reaction. From a dataset of Catalyst prediction with 721,799 reactions and 888 catalyst types from USPTO. (1) Reactant: [C:1](Cl)(=[O:5])[C:2]([CH3:4])=[CH2:3].ON1C(=O)CCC1=O.[NH2:15][CH2:16][CH2:17][CH2:18][CH2:19][CH2:20][CH2:21][OH:22]. Product: [OH:22][CH2:21][CH2:20][CH2:19][CH2:18][CH2:17][CH2:16][NH:15][C:1](=[O:5])[C:2]([CH3:4])=[CH2:3]. The catalyst class is: 542. (2) Reactant: [C:1]([C:4]1[C:9]2[N:10]3[CH2:24][CH2:23][N:22]([CH3:25])[C:21](=[O:26])[C:11]3=[C:12]([O:13][CH2:14][C:15]3[CH:20]=[CH:19][CH:18]=[CH:17][CH:16]=3)[C:8]=2[C:7](=[O:27])[N:6]([CH2:28][C:29]2[CH:34]=[CH:33][C:32]([F:35])=[C:31]([Cl:36])[CH:30]=2)[N:5]=1)(=[O:3])[CH3:2].C[Si]([N-][Si](C)(C)C)(C)C.[Li+].[Br:47]Br.[Br-]. Product: [Br:47][CH2:2][C:1]([C:4]1[C:9]2[N:10]3[CH2:24][CH2:23][N:22]([CH3:25])[C:21](=[O:26])[C:11]3=[C:12]([O:13][CH2:14][C:15]3[CH:20]=[CH:19][CH:18]=[CH:17][CH:16]=3)[C:8]=2[C:7](=[O:27])[N:6]([CH2:28][C:29]2[CH:34]=[CH:33][C:32]([F:35])=[C:31]([Cl:36])[CH:30]=2)[N:5]=1)=[O:3]. The catalyst class is: 1. (3) Reactant: [CH3:1][O:2][C:3]1[CH:8]=[C:7]([C:9]([NH:11]C(=O)/C=C\C(O)=O)=[O:10])[CH:6]=[CH:5][N:4]=1.O=P(Cl)(Cl)Cl.[NH2:24][NH:25][C:26](=[N:35][C:36]1[CH:41]=[CH:40][CH:39]=[CH:38][C:37]=1[Cl:42])[C:27]1[CH:32]=[CH:31][C:30]([Cl:33])=[CH:29][C:28]=1[Cl:34].C([O-])([O-])=O.[K+].[K+]. Product: [Cl:34][C:28]1[CH:29]=[C:30]([Cl:33])[CH:31]=[CH:32][C:27]=1[C:26]1[N:35]([C:36]2[CH:41]=[CH:40][CH:39]=[CH:38][C:37]=2[Cl:42])[C:6](/[CH:7]=[CH:8]/[C:3]2[O:10][C:9]([C:7]3[CH:6]=[CH:5][N:4]=[C:3]([O:2][CH3:1])[CH:8]=3)=[N:11][N:4]=2)=[N:24][N:25]=1. The catalyst class is: 23. (4) Reactant: C([O:4][C:5]1[C:14]2[C:9](=[CH:10][C:11]([O:15][CH3:16])=[CH:12][CH:13]=2)[CH:8]=[C:7]([CH2:17][CH3:18])[C:6]=1[C:19]1[CH:24]=[CH:23][CH:22]=[CH:21][CH:20]=1)(=O)C.C[O-].[Na+].ClC1C(=O)C(C#N)=C(C#N)C(=O)C=1Cl. Product: [CH2:17]([C:7]1[C:6]([C:19]2[CH:24]=[CH:23][CH:22]=[CH:21][CH:20]=2)=[C:5]([OH:4])[C:14]2[C:9]([CH:8]=1)=[CH:10][C:11]([O:15][CH3:16])=[CH:12][CH:13]=2)[CH3:18]. The catalyst class is: 92. (5) Reactant: [N:1]1([CH2:6][C:7]2[CH:12]=[CH:11][C:10]([C@H:13]3[CH2:16][C@H:15]([CH2:17]OS(C4C=CC(C)=CC=4)(=O)=O)[CH2:14]3)=[CH:9][CH:8]=2)[CH2:5][CH2:4][CH2:3][CH2:2]1.[NH:29]1[CH2:33][CH2:32][CH2:31][CH2:30]1. The catalyst class is: 44. Product: [N:1]1([CH2:6][C:7]2[CH:8]=[CH:9][C:10]([C@H:13]3[CH2:14][C@H:15]([CH2:17][N:29]4[CH2:33][CH2:32][CH2:31][CH2:30]4)[CH2:16]3)=[CH:11][CH:12]=2)[CH2:2][CH2:3][CH2:4][CH2:5]1. (6) Reactant: [F:1][C:2]1[CH:3]=[C:4]([C:9]2[S:13][N:12]=[C:11]([N:14]=CN(C)C)[N:10]=2)[CH:5]=[CH:6][C:7]=1[F:8].C1(C)C=CC(S(O)(=O)=O)=CC=1. Product: [F:1][C:2]1[CH:3]=[C:4]([C:9]2[S:13][N:12]=[C:11]([NH2:14])[N:10]=2)[CH:5]=[CH:6][C:7]=1[F:8]. The catalyst class is: 5. (7) Reactant: [CH3:1][O:2][C:3](=[O:16])[C:4]1[CH:9]=[CH:8][C:7]([CH:10]2[CH2:15][CH2:14][NH:13][CH2:12][CH2:11]2)=[CH:6][CH:5]=1.C(N(C(C)C)[CH:20]([CH3:22])[CH3:21])C.ICCC. Product: [CH3:1][O:2][C:3](=[O:16])[C:4]1[CH:5]=[CH:6][C:7]([CH:10]2[CH2:15][CH2:14][N:13]([CH2:21][CH2:20][CH3:22])[CH2:12][CH2:11]2)=[CH:8][CH:9]=1. The catalyst class is: 57. (8) Reactant: Br[C:2]1[CH:7]=[C:6]([CH3:8])[C:5]([Br:9])=[CH:4][C:3]=1[CH3:10].[Li]CCCC.CN([CH:19]=[O:20])C. Product: [Br:9][C:5]1[C:6]([CH3:8])=[CH:7][C:2]([CH:19]=[O:20])=[C:3]([CH3:10])[CH:4]=1. The catalyst class is: 683.